Task: Predict which catalyst facilitates the given reaction.. Dataset: Catalyst prediction with 721,799 reactions and 888 catalyst types from USPTO (1) Reactant: [C:1]([O:5][C:6]([N:8]1[CH2:13][CH2:12][CH:11]([CH2:14][O:15][C:16]2[CH:21]=[C:20]([C@H:22]([CH:27]3[CH2:29][CH2:28]3)[CH2:23][C:24]([O-:26])=[O:25])[CH:19]=[CH:18][N:17]=2)[CH2:10][CH2:9]1)=[O:7])([CH3:4])([CH3:3])[CH3:2].CC1C=CC([C@H]([NH3+])C)=CC=1.Cl.C(OCC)(=O)C.C1COCC1.[Cl-].[Na+]. Product: [C:1]([O:5][C:6]([N:8]1[CH2:9][CH2:10][CH:11]([CH2:14][O:15][C:16]2[CH:21]=[C:20]([C@H:22]([CH:27]3[CH2:28][CH2:29]3)[CH2:23][C:24]([OH:26])=[O:25])[CH:19]=[CH:18][N:17]=2)[CH2:12][CH2:13]1)=[O:7])([CH3:4])([CH3:2])[CH3:3]. The catalyst class is: 13. (2) Reactant: Cl.[CH3:2][C:3]1[CH:8]=[CH:7][C:6]([CH2:9][C:10]([NH2:12])=[NH:11])=[CH:5][CH:4]=1.O.[NH2:14]N.[C:16]([NH:19][CH:20]([CH3:28])[C:21](=O)[C:22](OCC)=[O:23])(=[O:18])[CH3:17]. Product: [CH3:2][C:3]1[CH:4]=[CH:5][C:6]([CH2:9][C:10]2[NH:12][C:22](=[O:23])[C:21]([CH:20]([NH:19][C:16](=[O:18])[CH3:17])[CH3:28])=[N:14][N:11]=2)=[CH:7][CH:8]=1. The catalyst class is: 8. (3) The catalyst class is: 73. Product: [Cl:20][C:17]1[CH:18]=[CH:19][C:14]([C:8]2([C:5]3[CH:6]=[CH:7][C:2]([C:30]4[CH:31]=[N:32][NH:33][CH:34]=4)=[CH:3][CH:4]=3)[CH2:13][CH2:12][NH:11][CH2:10][CH2:9]2)=[CH:15][C:16]=1[F:21]. Reactant: Br[C:2]1[CH:7]=[CH:6][C:5]([C:8]2([C:14]3[CH:19]=[CH:18][C:17]([Cl:20])=[C:16]([F:21])[CH:15]=3)[CH2:13][CH2:12][NH:11][CH2:10][CH2:9]2)=[CH:4][CH:3]=1.CC1(C)C(C)(C)OB([C:30]2[CH:31]=[N:32][NH:33][CH:34]=2)O1. (4) Reactant: [C:1]([O:5][C:6]([NH:8][C@H:9]([CH2:13][C:14]#[N:15])[C:10]([OH:12])=O)=[O:7])([CH3:4])([CH3:3])[CH3:2].CN(C(ON1N=N[C:26]2[CH:27]=[CH:28][CH:29]=[N:30][C:25]1=2)=[N+](C)C)C.F[P-](F)(F)(F)(F)F.C1(N)CCCC1.CCN(CC)CC. Product: [C:14]([CH2:13][C@@H:9]([NH:8][C:6](=[O:7])[O:5][C:1]([CH3:2])([CH3:3])[CH3:4])[C:10]([NH:30][CH:25]1[CH2:26][CH2:27][CH2:28][CH2:29]1)=[O:12])#[N:15]. The catalyst class is: 2. (5) Reactant: [OH:1][C@@:2]([C@@H:15]1[CH2:20][CH2:19][CH2:18][N:17]([C:21](Cl)=[O:22])[CH2:16]1)([C:9]1[CH:14]=[CH:13][CH:12]=[CH:11][CH:10]=1)[CH2:3][CH2:4][CH2:5][CH2:6][O:7][CH3:8].[N:24]([CH2:27][C@@H:28]([NH2:36])[CH2:29][C:30]1[CH:35]=[CH:34][CH:33]=[CH:32][CH:31]=1)=[N+:25]=[N-:26].C(N(CC)CC)C. Product: [N:24]([CH2:27][C@@H:28]([NH:36][C:21]([N:17]1[CH2:18][CH2:19][CH2:20][C@@H:15]([C@:2]([OH:1])([C:9]2[CH:14]=[CH:13][CH:12]=[CH:11][CH:10]=2)[CH2:3][CH2:4][CH2:5][CH2:6][O:7][CH3:8])[CH2:16]1)=[O:22])[CH2:29][C:30]1[CH:35]=[CH:34][CH:33]=[CH:32][CH:31]=1)=[N+:25]=[N-:26]. The catalyst class is: 64. (6) Reactant: Cl.Cl.[CH3:3][NH:4][CH2:5][C:6]1[CH:11]=[CH:10][CH:9]=[CH:8][N:7]=1.[CH3:12][O:13][C:14]([CH2:16][C@@H:17]([CH2:37][CH:38]([CH3:40])[CH3:39])[C:18]([NH:20][CH:21]([C:25]1[CH:30]=[CH:29][C:28]([C:31]2[CH:36]=[CH:35][CH:34]=[CH:33][CH:32]=2)=[CH:27][CH:26]=1)[C:22]([OH:24])=O)=[O:19])=[O:15].C(Cl)CCl.C1C=CC2N(O)N=NC=2C=1.CN1CCOCC1. Product: [CH3:39][CH:38]([CH3:40])[CH2:37][C@@H:17]([C:18](=[O:19])[NH:20][CH:21]([C:22](=[O:24])[N:4]([CH3:3])[CH2:5][C:6]1[CH:11]=[CH:10][CH:9]=[CH:8][N:7]=1)[C:25]1[CH:30]=[CH:29][C:28]([C:31]2[CH:36]=[CH:35][CH:34]=[CH:33][CH:32]=2)=[CH:27][CH:26]=1)[CH2:16][C:14]([O:13][CH3:12])=[O:15]. The catalyst class is: 4. (7) Reactant: [Cl:1][C:2]1[N:3]=[C:4]([C:9]([OH:11])=O)[NH:5][C:6]=1[CH2:7][CH3:8].S(Cl)(Cl)=O.[NH2:16][C:17]1[CH:22]=[CH:21][C:20]([C:23]2[O:24][CH:25]=[C:26]([C:28]([O:30][CH3:31])=[O:29])[N:27]=2)=[CH:19][CH:18]=1. Product: [Cl:1][C:2]1[N:3]=[C:4]([C:9]([NH:16][C:17]2[CH:18]=[CH:19][C:20]([C:23]3[O:24][CH:25]=[C:26]([C:28]([O:30][CH3:31])=[O:29])[N:27]=3)=[CH:21][CH:22]=2)=[O:11])[NH:5][C:6]=1[CH2:7][CH3:8]. The catalyst class is: 17.